Regression. Given a peptide amino acid sequence and an MHC pseudo amino acid sequence, predict their binding affinity value. This is MHC class I binding data. From a dataset of Peptide-MHC class I binding affinity with 185,985 pairs from IEDB/IMGT. The MHC is HLA-A11:01 with pseudo-sequence HLA-A11:01. The peptide sequence is SVFELSNFA. The binding affinity (normalized) is 0.213.